Dataset: Peptide-MHC class I binding affinity with 185,985 pairs from IEDB/IMGT. Task: Regression. Given a peptide amino acid sequence and an MHC pseudo amino acid sequence, predict their binding affinity value. This is MHC class I binding data. (1) The peptide sequence is RWRVYLRRK. The MHC is HLA-A26:03 with pseudo-sequence HLA-A26:03. The binding affinity (normalized) is 0.0847. (2) The peptide sequence is KGFFRVFKK. The MHC is HLA-A68:02 with pseudo-sequence HLA-A68:02. The binding affinity (normalized) is 0.0847. (3) The peptide sequence is LPIFFCLWV. The MHC is Patr-B1301 with pseudo-sequence Patr-B1301. The binding affinity (normalized) is 0.360. (4) The binding affinity (normalized) is 0.0847. The MHC is HLA-A68:02 with pseudo-sequence HLA-A68:02. The peptide sequence is FPSNMMVVT. (5) The peptide sequence is GSEVPGFCH. The MHC is HLA-B35:01 with pseudo-sequence HLA-B35:01. The binding affinity (normalized) is 0.0847. (6) The peptide sequence is TMMRHRREL. The MHC is HLA-A03:01 with pseudo-sequence HLA-A03:01. The binding affinity (normalized) is 0.0847. (7) The peptide sequence is EKAAWGVAL. The MHC is BoLA-AW10 with pseudo-sequence BoLA-AW10. The binding affinity (normalized) is 0.0641. (8) The peptide sequence is RPRHQGVMV. The MHC is HLA-A01:01 with pseudo-sequence HLA-A01:01. The binding affinity (normalized) is 0.0847. (9) The peptide sequence is DVLPFDIKYI. The MHC is HLA-A02:01 with pseudo-sequence HLA-A02:01. The binding affinity (normalized) is 0.519. (10) The MHC is HLA-A02:01 with pseudo-sequence HLA-A02:01. The peptide sequence is SLSAYNIKL. The binding affinity (normalized) is 0.833.